Task: Predict the product of the given reaction.. Dataset: Forward reaction prediction with 1.9M reactions from USPTO patents (1976-2016) (1) Given the reactants P(C)(C)C.[C:5]([O:9][C:10](=[O:28])[N:11]([CH2:15][C:16]1[CH:21]=[C:20]([CH2:22][CH2:23][N:24]=[N+]=[N-])[CH:19]=[CH:18][C:17]=1[Cl:27])[CH:12]1[CH2:14][CH2:13]1)([CH3:8])([CH3:7])[CH3:6].P([O-])([O-])([O-])=O, predict the reaction product. The product is: [C:5]([O:9][C:10](=[O:28])[N:11]([CH2:15][C:16]1[CH:21]=[C:20]([CH2:22][CH2:23][NH2:24])[CH:19]=[CH:18][C:17]=1[Cl:27])[CH:12]1[CH2:13][CH2:14]1)([CH3:8])([CH3:6])[CH3:7]. (2) The product is: [CH3:16][CH2:15][O:17][C:18]([CH:20]([N:29]1[C:36](=[O:38])[O:34][C:32](=[O:33])[CH:30]1[CH3:31])[CH2:21][CH2:22][C:23]1[CH:28]=[CH:27][CH:26]=[CH:25][CH:24]=1)=[O:19]. Given the reactants O.O.P([O-])(O)(O)=O.[Na+].[Na+].P([O-])(O)(O)=O.[CH2:15]([O:17][C:18]([C@@H:20]([NH:29][C@H:30]([C:32]([OH:34])=[O:33])[CH3:31])[CH2:21][CH2:22][C:23]1[CH:28]=[CH:27][CH:26]=[CH:25][CH:24]=1)=[O:19])[CH3:16].Cl[C:36](Cl)([O:38]C(=O)OC(Cl)(Cl)Cl)Cl.N1C=CC=CC=1, predict the reaction product. (3) Given the reactants [C:1]([O:5][C:6]([NH:8][CH2:9][CH2:10][C:11]1[CH:19]=[CH:18][C:14]([C:15]([OH:17])=O)=[CH:13][CH:12]=1)=[O:7])([CH3:4])([CH3:3])[CH3:2].ON1C2C=CC=CC=2N=N1.Cl.C(N=C=NCCCN(C)C)C.[F:42][C:43]1[CH:48]=[CH:47][C:46]([C:49]2[CH:54]=[CH:53][C:52]([C:55]3[N:60]=[C:59]([NH:61][C:62]4[CH:67]=[CH:66][C:65]([NH2:68])=[CH:64][CH:63]=4)[N:58]4[N:69]=[CH:70][CH:71]=[C:57]4[CH:56]=3)=[CH:51][CH:50]=2)=[CH:45][CH:44]=1, predict the reaction product. The product is: [C:1]([O:5][C:6](=[O:7])[NH:8][CH2:9][CH2:10][C:11]1[CH:12]=[CH:13][C:14]([C:15](=[O:17])[NH:68][C:65]2[CH:66]=[CH:67][C:62]([NH:61][C:59]3[N:58]4[N:69]=[CH:70][CH:71]=[C:57]4[CH:56]=[C:55]([C:52]4[CH:53]=[CH:54][C:49]([C:46]5[CH:47]=[CH:48][C:43]([F:42])=[CH:44][CH:45]=5)=[CH:50][CH:51]=4)[N:60]=3)=[CH:63][CH:64]=2)=[CH:18][CH:19]=1)([CH3:2])([CH3:3])[CH3:4].